This data is from Full USPTO retrosynthesis dataset with 1.9M reactions from patents (1976-2016). The task is: Predict the reactants needed to synthesize the given product. (1) Given the product [C:2]([O:17][C:15]([C:12]1([C:9]2[CH:8]=[CH:7][C:6]([Br:5])=[CH:11][CH:10]=2)[CH2:14][CH2:13]1)=[O:16])([CH3:3])([CH3:1])[CH3:4], predict the reactants needed to synthesize it. The reactants are: [CH3:1][C:2](=[CH2:4])[CH3:3].[Br:5][C:6]1[CH:11]=[CH:10][C:9]([C:12]2([C:15]([OH:17])=[O:16])[CH2:14][CH2:13]2)=[CH:8][CH:7]=1.S(=O)(=O)(O)O. (2) Given the product [CH2:7]([CH:6]1[CH2:4][C:5]1([CH3:1])[CH:9]([CH2:10][CH2:11][CH2:12][CH2:13][CH3:14])[OH:15])[CH3:8], predict the reactants needed to synthesize it. The reactants are: [CH2:1](I)I.[CH3:4][C:5]([CH:9]([OH:15])[CH2:10][CH2:11][CH2:12][CH2:13][CH3:14])=[CH:6][CH2:7][CH3:8]. (3) Given the product [CH2:1]([N:7]1[CH2:12][CH:11]2[CH:9]([C:10]2([C:13]2[CH:14]=[C:15]([NH2:19])[CH:16]=[CH:17][CH:18]=2)[CH3:22])[CH2:8]1)[CH2:2][CH2:3][CH2:4][CH2:5][CH3:6], predict the reactants needed to synthesize it. The reactants are: [CH2:1]([N:7]1[CH2:12][CH:11]2[CH:9]([C:10]2([CH3:22])[C:13]2[CH:18]=[CH:17][CH:16]=[C:15]([N+:19]([O-])=O)[CH:14]=2)[C:8]1=O)[CH2:2][CH2:3][CH2:4][CH2:5][CH3:6].[H-].[Al+3].[Li+].[H-].[H-].[H-].O. (4) Given the product [Cl:1][C:2]1[N:3]=[C:4]([N:21]([CH3:22])[CH3:20])[C:5]2[CH2:10][CH2:9][CH:8]([C:11]3[CH:16]=[CH:15][C:14]([F:17])=[C:13]([F:18])[CH:12]=3)[C:6]=2[N:7]=1, predict the reactants needed to synthesize it. The reactants are: [Cl:1][C:2]1[N:3]=[C:4](Cl)[C:5]2[CH2:10][CH2:9][CH:8]([C:11]3[CH:16]=[CH:15][C:14]([F:17])=[C:13]([F:18])[CH:12]=3)[C:6]=2[N:7]=1.[CH3:20][NH:21][CH3:22]. (5) Given the product [CH3:23][C:20]1[CH:21]=[CH:22][C:17]([NH:16][C:10]([C:4]2[C:3](=[O:15])[N:2]([CH3:1])[C:7]([CH3:8])=[CH:6][C:5]=2[OH:9])=[O:12])=[N:18][CH:19]=1, predict the reactants needed to synthesize it. The reactants are: [CH3:1][N:2]1[C:7]([CH3:8])=[CH:6][C:5]([OH:9])=[C:4]([C:10]([O:12]CC)=O)[C:3]1=[O:15].[NH2:16][C:17]1[CH:22]=[CH:21][C:20]([CH3:23])=[CH:19][N:18]=1.BrC1C=CC=CC=1.COC(C)(C)C. (6) Given the product [C:1]([O:5][C:6]([N:8]1[CH2:12][CH2:11][C@@H:10]([NH:13][C:14]2[CH:15]=[C:16]3[C:25](=[CH:26][C:27]=2/[CH:38]=[CH:37]/[O:39][CH2:40][CH3:41])[O:24][CH2:23][C:22]2[N:17]3[C@H:18]([CH3:30])[C:19](=[O:29])[NH:20][N:21]=2)[CH2:9]1)=[O:7])([CH3:4])([CH3:3])[CH3:2], predict the reactants needed to synthesize it. The reactants are: [C:1]([O:5][C:6]([N:8]1[CH2:12][CH2:11][C@@H:10]([NH:13][C:14]2[CH:15]=[C:16]3[C:25](=[CH:26][C:27]=2Br)[O:24][CH2:23][C:22]2[N:17]3[C@H:18]([CH3:30])[C:19](=[O:29])[NH:20][N:21]=2)[CH2:9]1)=[O:7])([CH3:4])([CH3:3])[CH3:2].C([O-])([O-])=O.[K+].[K+].[CH2:37]([O:39]/[CH:40]=[CH:41]/B1OC(C)(C)C(C)(C)O1)[CH3:38]. (7) Given the product [CH3:38][N:39]([CH3:40])[C:25]([C:23]1[S:22][C:21]2[CH:28]=[C:17]([C:12]([C:9]3[CH:10]=[CH:11][C:6]([O:5][CH2:4][C:3](=[O:30])[C:2]([CH3:32])([CH3:31])[CH3:1])=[C:7]([CH3:29])[CH:8]=3)([CH2:15][CH3:16])[CH2:13][CH3:14])[CH:18]=[CH:19][C:20]=2[CH:24]=1)=[O:26], predict the reactants needed to synthesize it. The reactants are: [CH3:1][C:2]([CH3:32])([CH3:31])[C:3](=[O:30])[CH2:4][O:5][C:6]1[CH:11]=[CH:10][C:9]([C:12]([C:17]2[CH:18]=[CH:19][C:20]3[CH:24]=[C:23]([C:25](O)=[O:26])[S:22][C:21]=3[CH:28]=2)([CH2:15][CH3:16])[CH2:13][CH3:14])=[CH:8][C:7]=1[CH3:29].C(Cl)CCl.Cl.[CH3:38][NH:39][CH3:40]. (8) Given the product [Br:1][C:2]1[CH:3]=[C:4]2[C:5](=[CH:7][CH:8]=1)[NH:6][C:10]([C:11]1[C:12]([CH3:17])=[N:13][O:14][C:15]=1[CH3:16])=[CH:9]2, predict the reactants needed to synthesize it. The reactants are: [Br:1][C:2]1[CH:8]=[CH:7][C:5]([NH2:6])=[C:4]([C:9]#[C:10][C:11]2[C:12]([CH3:17])=[N:13][O:14][C:15]=2[CH3:16])[CH:3]=1.